From a dataset of Catalyst prediction with 721,799 reactions and 888 catalyst types from USPTO. Predict which catalyst facilitates the given reaction. (1) Reactant: [NH2:1][C:2]1[CH:7]=[CH:6][C:5]([Br:8])=[CH:4][N:3]=1.[C:9](Cl)(=[O:11])[CH3:10].O. Product: [C:9]([NH:1][C:2]1[CH:7]=[CH:6][C:5]([Br:8])=[CH:4][N:3]=1)(=[O:11])[CH3:10]. The catalyst class is: 17. (2) Product: [Cl:1][C:2]1[C:3]2[C:10]([Cl:11])=[CH:9][N:8]([S:20]([C:14]3[CH:19]=[CH:18][CH:17]=[CH:16][CH:15]=3)(=[O:22])=[O:21])[C:4]=2[N:5]=[CH:6][N:7]=1. The catalyst class is: 3. Reactant: [Cl:1][C:2]1[N:7]=[CH:6][NH:5][C:4]2=[N:8][CH:9]=[C:10]([Cl:11])[C:3]=12.[H-].[Na+].[C:14]1([S:20](Cl)(=[O:22])=[O:21])[CH:19]=[CH:18][CH:17]=[CH:16][CH:15]=1.O.